From a dataset of Peptide-MHC class I binding affinity with 185,985 pairs from IEDB/IMGT. Regression. Given a peptide amino acid sequence and an MHC pseudo amino acid sequence, predict their binding affinity value. This is MHC class I binding data. (1) The binding affinity (normalized) is 0.154. The peptide sequence is EDPAVDLL. The MHC is Mamu-A11 with pseudo-sequence Mamu-A11. (2) The peptide sequence is ALSEAREHLK. The MHC is HLA-A11:01 with pseudo-sequence HLA-A11:01. The binding affinity (normalized) is 0.543. (3) The peptide sequence is DDPWGEVLAW. The MHC is Mamu-A01 with pseudo-sequence Mamu-A01. The binding affinity (normalized) is 0.294. (4) The peptide sequence is GSSIGQMFET. The binding affinity (normalized) is 0.354. The MHC is HLA-B57:01 with pseudo-sequence HLA-B57:01.